From a dataset of Reaction yield outcomes from USPTO patents with 853,638 reactions. Predict the reaction yield, written as a fraction of the theoretical maximum amount of product (1.0 means a 100% yield; for example, 0.34 means a 34% yield). (1) The product is [NH2:2][CH2:1][CH2:3][N:4]1[C:12]2[CH2:11][CH2:10][CH2:9][CH2:8][C:7]=2[CH:6]=[C:5]1[C:13]([O:15][CH2:16][CH3:17])=[O:14]. The yield is 0.710. The catalyst is [Pd].C(O)C. The reactants are [C:1]([CH2:3][N:4]1[C:12]2[CH2:11][CH2:10][CH2:9][CH2:8][C:7]=2[CH:6]=[C:5]1[C:13]([O:15][CH2:16][CH3:17])=[O:14])#[N:2].Cl.C(OCC)(=O)C. (2) The reactants are [Br:1][C:2]1[CH:3]=[C:4]([CH:10]=[CH:11][C:12]=1[C:13]#N)[C:5](OCC)=[O:6].[H-].C([Al+]CC(C)C)C(C)C.CC(C)=[O:27].Cl. The catalyst is C1COCC1. The product is [Br:1][C:2]1[CH:3]=[C:4]([CH2:5][OH:6])[CH:10]=[CH:11][C:12]=1[CH:13]=[O:27]. The yield is 0.830. (3) The reactants are Cl[C:2]1[N:7]=[C:6]([NH:8][C:9]2[CH:18]=[CH:17][CH:16]=[CH:15][C:10]=2[C:11]([NH:13][CH3:14])=[O:12])[C:5]([Cl:19])=[CH:4][N:3]=1.[NH2:20][C:21]1[CH:35]=[CH:34][C:24]2[N:25]([CH3:33])[C:26](=[O:32])[CH2:27][CH2:28][C:29]([CH3:31])([CH3:30])[C:23]=2[CH:22]=1.Cl. The catalyst is O1CCOCC1.COCCO. The product is [Cl:19][C:5]1[C:6]([NH:8][C:9]2[CH:18]=[CH:17][CH:16]=[CH:15][C:10]=2[C:11]([NH:13][CH3:14])=[O:12])=[N:7][C:2]([NH:20][C:21]2[CH:35]=[CH:34][C:24]3[N:25]([CH3:33])[C:26](=[O:32])[CH2:27][CH2:28][C:29]([CH3:31])([CH3:30])[C:23]=3[CH:22]=2)=[N:3][CH:4]=1. The yield is 0.350. (4) The reactants are [OH:1][C:2]1[C:11]2[C:6](=[CH:7][C:8]([C:12]#[C:13][Si](C)(C)C)=[CH:9][CH:10]=2)[N:5]([CH3:18])[C:4](=[O:19])[C:3]=1[C:20]([NH:22][CH2:23][C:24]([O:26]C)=[O:25])=[O:21].CN(C)C=O.[F-].[Cs+].[H][H]. The catalyst is CO.[Pd]. The product is [CH2:12]([C:8]1[CH:7]=[C:6]2[C:11]([C:2]([OH:1])=[C:3]([C:20]([NH:22][CH2:23][C:24]([OH:26])=[O:25])=[O:21])[C:4](=[O:19])[N:5]2[CH3:18])=[CH:10][CH:9]=1)[CH3:13]. The yield is 0.380. (5) The reactants are C([N:20]1[CH:24]=[C:23]([C:25]2[CH:42]=[CH:41][CH:40]=[CH:39][C:26]=2[O:27][CH2:28][CH:29]=[C:30]2[CH2:35][CH2:34][CH:33]([C:36]([NH2:38])=[O:37])[CH2:32][CH2:31]2)[N:22]=[CH:21]1)(C1C=CC=CC=1)(C1C=CC=CC=1)C1C=CC=CC=1.[H-].[Na+].[Cl:45][C:46]1[CH:47]=[C:48]([CH:51]=[CH:52][CH:53]=1)[CH2:49]Br. The catalyst is CN(C=O)C.O. The product is [NH:20]1[CH:24]=[C:23]([C:25]2[CH:42]=[CH:41][CH:40]=[CH:39][C:26]=2[O:27][CH2:28][CH:29]=[C:30]2[CH2:35][CH2:34][CH:33]([C:36]([NH:38][CH2:49][C:48]3[CH:51]=[CH:52][CH:53]=[C:46]([Cl:45])[CH:47]=3)=[O:37])[CH2:32][CH2:31]2)[N:22]=[CH:21]1. The yield is 0.340. (6) The reactants are [CH2:1]([C:5]1[O:6][C:7]2[CH:13]=[CH:12][C:11]([C:14](OC)=[O:15])=[CH:10][C:8]=2[N:9]=1)[CH2:2][CH:3]=[CH2:4].[H-].[Al+3].[Li+].[H-].[H-].[H-]. The catalyst is O1CCCC1. The product is [CH2:1]([C:5]1[O:6][C:7]2[CH:13]=[CH:12][C:11]([CH2:14][OH:15])=[CH:10][C:8]=2[N:9]=1)[CH2:2][CH:3]=[CH2:4]. The yield is 0.900. (7) The reactants are [N+:1]([C:4]1[CH:5]=[C:6]([CH3:11])[C:7]([CH3:10])=[CH:8][CH:9]=1)([O-:3])=[O:2].C1C(=O)N(Br)C(=O)C1.C(OOC(=O)C1C=CC=CC=1)(=O)C1C=CC=CC=1.C([O-])([O-])=O.[Na+].[Na+].[CH2:44]([NH2:51])[C:45]1[CH:50]=[CH:49][CH:48]=[CH:47][CH:46]=1. The catalyst is CC(C)=O.O.C(Cl)(Cl)(Cl)Cl. The product is [CH2:44]([N:51]1[CH2:11][C:6]2[C:7](=[CH:8][CH:9]=[C:4]([N+:1]([O-:3])=[O:2])[CH:5]=2)[CH2:10]1)[C:45]1[CH:50]=[CH:49][CH:48]=[CH:47][CH:46]=1. The yield is 0.330. (8) The reactants are Br[C:2]1[C:7]([N+:8]([O-:10])=[O:9])=[CH:6][CH:5]=[CH:4][C:3]=1[F:11].[O:12]1[CH2:17][CH2:16]O[CH2:14][CH2:13]1.C([Sn](CCCC)(CCCC)C(OCC)=C)CCC.[F-].[K+]. The catalyst is Cl[Pd](Cl)([P](C1C=CC=CC=1)(C1C=CC=CC=1)C1C=CC=CC=1)[P](C1C=CC=CC=1)(C1C=CC=CC=1)C1C=CC=CC=1.C(OCC)(=O)C. The product is [CH2:17]([O:12][C:13]([C:2]1[C:7]([N+:8]([O-:10])=[O:9])=[CH:6][CH:5]=[CH:4][C:3]=1[F:11])=[CH2:14])[CH3:16]. The yield is 0.700. (9) The reactants are [CH2:1]([O:3][C@@H:4]([CH2:9][C:10]1[CH:15]=[CH:14][C:13]([C:16]2[S:20][C:19]([N:21]([CH3:30])[C:22]([NH:24][CH2:25][CH2:26][CH2:27][CH2:28][CH3:29])=[O:23])=[N:18][CH:17]=2)=[CH:12][CH:11]=1)[C:5]([O:7]C)=[O:6])[CH3:2].[OH-].[Li+]. No catalyst specified. The product is [CH2:1]([O:3][C@@H:4]([CH2:9][C:10]1[CH:15]=[CH:14][C:13]([C:16]2[S:20][C:19]([N:21]([CH3:30])[C:22]([NH:24][CH2:25][CH2:26][CH2:27][CH2:28][CH3:29])=[O:23])=[N:18][CH:17]=2)=[CH:12][CH:11]=1)[C:5]([OH:7])=[O:6])[CH3:2]. The yield is 0.860. (10) The reactants are Br.COC(=O)[NH:5][CH2:6][C@H:7]([CH2:12][C:13](=[O:23])N[C@H](C1C=CC=CC=1)C)[CH2:8][CH:9]([CH3:11])[CH3:10].[OH-:25].[Na+]. The catalyst is O. The product is [CH3:11][CH:9]([CH2:8][C@H:7]([CH2:6][NH2:5])[CH2:12][C:13]([OH:23])=[O:25])[CH3:10]. The yield is 0.510.